Dataset: Reaction yield outcomes from USPTO patents with 853,638 reactions. Task: Predict the reaction yield, written as a fraction of the theoretical maximum amount of product (1.0 means a 100% yield; for example, 0.34 means a 34% yield). (1) The reactants are [NH2:1][C:2]1[C:7]([C:8]([O:10]CC)=O)=[CH:6][C:5]([O:13][CH3:14])=[C:4]([O:15][CH2:16][CH:17]2[CH2:22][CH2:21][N:20]([CH3:23])[CH2:19][CH2:18]2)[CH:3]=1.C(O)(=O)C.[CH:28](N)=[NH:29]. The catalyst is COCCO. The product is [CH3:14][O:13][C:5]1[CH:6]=[C:7]2[C:2](=[CH:3][C:4]=1[O:15][CH2:16][CH:17]1[CH2:18][CH2:19][N:20]([CH3:23])[CH2:21][CH2:22]1)[N:1]=[CH:28][NH:29][C:8]2=[O:10]. The yield is 0.700. (2) The reactants are [CH:1]([OH:3])=O.OO.[C:6]1([C:11]2[CH:16]=[CH:15][C:14]([F:17])=[CH:13][C:12]=2[F:18])C[CH2:9][CH2:8][CH:7]=1. No catalyst specified. The product is [F:18][C:12]1[CH:13]=[C:14]([F:17])[CH:15]=[CH:16][C:11]=1[CH:6]1[CH2:7][CH2:8][CH2:9][C:1]1=[O:3]. The yield is 0.455. (3) The reactants are [CH3:1][C:2]1[N:6]([CH:7]2[CH2:13][CH:12]3[N:14]([CH2:15][CH2:16][C:17]4([C:23]5[CH:28]=[CH:27][CH:26]=[CH:25][CH:24]=5)[CH2:22][CH2:21][NH:20][CH2:19][CH2:18]4)[CH:9]([CH2:10][CH2:11]3)[CH2:8]2)[C:5]2[CH:29]=[CH:30][CH:31]=[CH:32][C:4]=2[N:3]=1.[N:33]1([C:38](N2C=CN=C2)=[S:39])[CH:37]=[CH:36][N:35]=[CH:34]1. The catalyst is C(Cl)Cl. The product is [N:33]1([C:38]([N:20]2[CH2:19][CH2:18][C:17]([CH2:16][CH2:15][N:14]3[C@H:12]4[CH2:11][CH2:10][C@@H:9]3[CH2:8][CH:7]([N:6]3[C:5]5[CH:29]=[CH:30][CH:31]=[CH:32][C:4]=5[N:3]=[C:2]3[CH3:1])[CH2:13]4)([C:23]3[CH:28]=[CH:27][CH:26]=[CH:25][CH:24]=3)[CH2:22][CH2:21]2)=[S:39])[CH:37]=[CH:36][N:35]=[CH:34]1. The yield is 0.740. (4) The product is [Cl:1][C:2]1[CH:7]=[C:6]([Cl:8])[CH:5]=[CH:4][C:3]=1[C:9]1[N:10]=[C:11](/[CH:16]=[CH:17]/[C:18]2[CH:19]=[CH:20][C:21]([C:24]3[CH:29]=[CH:28][C:27]([O:30][C:31]4[CH:36]=[CH:35][C:34]([N:37]([CH3:46])[S:38]([C:41]([F:43])([F:44])[F:42])(=[O:39])=[O:40])=[CH:33][CH:32]=4)=[CH:26][CH:25]=3)=[CH:22][CH:23]=2)[N:12]([CH2:14][CH3:15])[CH:13]=1. The reactants are [Cl:1][C:2]1[CH:7]=[C:6]([Cl:8])[CH:5]=[CH:4][C:3]=1[C:9]1[N:10]=[C:11](/[CH:16]=[CH:17]/[C:18]2[CH:23]=[CH:22][C:21]([C:24]3[CH:29]=[CH:28][C:27]([O:30][C:31]4[CH:36]=[CH:35][C:34]([NH:37][S:38]([C:41]([F:44])([F:43])[F:42])(=[O:40])=[O:39])=[CH:33][CH:32]=4)=[CH:26][CH:25]=3)=[CH:20][CH:19]=2)[N:12]([CH2:14][CH3:15])[CH:13]=1.I[CH3:46]. The yield is 0.670. No catalyst specified. (5) The reactants are [CH2:1]([O:3][C:4]([CH:6]1[CH2:11][CH2:10][N:9]([C:12]2[CH:17]=[CH:16][CH:15]=[C:14]([OH:18])[CH:13]=2)[CH2:8][CH2:7]1)=[O:5])[CH3:2].[Cl:19][C:20]1[C:45]([C:46]([F:49])([F:48])[F:47])=[CH:44][CH:43]=[CH:42][C:21]=1[CH2:22][N:23]([CH2:28][CH:29]([C:36]1[CH:41]=[CH:40][CH:39]=[CH:38][CH:37]=1)[C:30]1[CH:35]=[CH:34][CH:33]=[CH:32][CH:31]=1)[CH2:24][CH2:25][CH2:26]O.C1(P(C2C=CC=CC=2)C2C=CC=CC=2)C=CC=CC=1.CC(OC(/N=N/C(OC(C)C)=O)=O)C. The catalyst is C1(C)C=CC=CC=1. The product is [CH2:1]([O:3][C:4]([CH:6]1[CH2:7][CH2:8][N:9]([C:12]2[CH:17]=[CH:16][CH:15]=[C:14]([O:18][CH2:26][CH2:25][CH2:24][N:23]([CH2:22][C:21]3[CH:42]=[CH:43][CH:44]=[C:45]([C:46]([F:47])([F:48])[F:49])[C:20]=3[Cl:19])[CH2:28][CH:29]([C:36]3[CH:41]=[CH:40][CH:39]=[CH:38][CH:37]=3)[C:30]3[CH:31]=[CH:32][CH:33]=[CH:34][CH:35]=3)[CH:13]=2)[CH2:10][CH2:11]1)=[O:5])[CH3:2]. The yield is 0.620. (6) The reactants are Cl.[NH2:2][C:3]1[C:4]2[C:14]([O:15][CH2:16][C@H:17]3[CH2:22][CH2:21][CH2:20][CH2:19][NH2+:18]3)=[CH:13][CH:12]=[CH:11][C:5]=2[NH:6][S:7](=[O:10])(=[O:9])[N:8]=1.[CH:23]1([C:28](O)=[O:29])[CH2:27][CH2:26][CH2:25][CH2:24]1. No catalyst specified. The product is [NH2:2][C:3]1[C:4]2[C:14]([O:15][CH2:16][C@H:17]3[CH2:22][CH2:21][CH2:20][CH2:19][N:18]3[C:28]([CH:23]3[CH2:27][CH2:26][CH2:25][CH2:24]3)=[O:29])=[CH:13][CH:12]=[CH:11][C:5]=2[NH:6][S:7](=[O:9])(=[O:10])[N:8]=1. The yield is 0.250.